This data is from NCI-60 drug combinations with 297,098 pairs across 59 cell lines. The task is: Regression. Given two drug SMILES strings and cell line genomic features, predict the synergy score measuring deviation from expected non-interaction effect. (1) Drug 1: CC1=CC=C(C=C1)C2=CC(=NN2C3=CC=C(C=C3)S(=O)(=O)N)C(F)(F)F. Drug 2: C1CNP(=O)(OC1)N(CCCl)CCCl. Cell line: DU-145. Synergy scores: CSS=4.77, Synergy_ZIP=0.984, Synergy_Bliss=2.81, Synergy_Loewe=1.12, Synergy_HSA=-0.375. (2) Synergy scores: CSS=66.8, Synergy_ZIP=10.2, Synergy_Bliss=10.4, Synergy_Loewe=-6.14, Synergy_HSA=11.2. Drug 1: CC(C1=C(C=CC(=C1Cl)F)Cl)OC2=C(N=CC(=C2)C3=CN(N=C3)C4CCNCC4)N. Cell line: ACHN. Drug 2: C1=CC(=C2C(=C1NCCNCCO)C(=O)C3=C(C=CC(=C3C2=O)O)O)NCCNCCO. (3) Drug 1: C1CN1P(=S)(N2CC2)N3CC3. Drug 2: CC12CCC3C(C1CCC2OP(=O)(O)O)CCC4=C3C=CC(=C4)OC(=O)N(CCCl)CCCl.[Na+]. Cell line: UO-31. Synergy scores: CSS=46.6, Synergy_ZIP=2.58, Synergy_Bliss=-2.16, Synergy_Loewe=4.83, Synergy_HSA=3.16.